From a dataset of Forward reaction prediction with 1.9M reactions from USPTO patents (1976-2016). Predict the product of the given reaction. (1) Given the reactants [CH:1]1([C:4]2[C:5]([O:13][CH2:14][C:15]([F:18])([F:17])[F:16])=[N:6][CH:7]=[C:8]([CH:12]=2)[C:9]([OH:11])=O)[CH2:3][CH2:2]1.[O:19]=[S:20]1(=[O:27])[CH2:25][CH2:24][N:23]([NH2:26])[CH2:22][CH2:21]1, predict the reaction product. The product is: [CH:1]1([C:4]2[C:5]([O:13][CH2:14][C:15]([F:18])([F:17])[F:16])=[N:6][CH:7]=[C:8]([CH:12]=2)[C:9]([NH:26][N:23]2[CH2:24][CH2:25][S:20](=[O:27])(=[O:19])[CH2:21][CH2:22]2)=[O:11])[CH2:2][CH2:3]1. (2) Given the reactants [CH3:1][C:2]1[S:6]/[C:5](=[N:7]\[S:8]([C:11]2[CH:20]=[CH:19][CH:18]=[CH:17][C:12]=2[C:13]([O:15]C)=[O:14])(=[O:10])=[O:9])/[N:4]([CH2:21][C:22]2[C:31]3[C:26](=[CH:27][CH:28]=[CH:29][CH:30]=3)[CH:25]=[CH:24][CH:23]=2)[CH:3]=1.[OH-].[Na+].Cl, predict the reaction product. The product is: [CH3:1][C:2]1[S:6]/[C:5](=[N:7]\[S:8]([C:11]2[CH:20]=[CH:19][CH:18]=[CH:17][C:12]=2[C:13]([OH:15])=[O:14])(=[O:10])=[O:9])/[N:4]([CH2:21][C:22]2[C:31]3[C:26](=[CH:27][CH:28]=[CH:29][CH:30]=3)[CH:25]=[CH:24][CH:23]=2)[CH:3]=1. (3) The product is: [Cl:13][C:10]1[C:11]2[NH:12][C:14]([CH3:15])=[N:2][C:3]=2[CH:4]=[C:5]([C:6]([O:8][CH3:21])=[O:7])[CH:9]=1. Given the reactants Cl.[NH2:2][C:3]1[CH:4]=[C:5]([CH:9]=[C:10]([Cl:13])[C:11]=1[NH2:12])[C:6]([O-:8])=[O:7].[C:14](CC(=O)C)(=O)[CH3:15].[CH2:21](O)C, predict the reaction product. (4) Given the reactants [Cl:1][C:2]1[CH:3]=[C:4]2[C:9](=[CH:10][C:11]=1[O:12][C:13]1[CH:18]=[CH:17][C:16]([C:19](=[O:37])[NH:20][C:21]3[N:26]=[C:25]([C:27]4[CH:32]=[CH:31][C:30]([C:33]([F:36])([F:35])[F:34])=[CH:29][CH:28]=4)[CH:24]=[CH:23][N:22]=3)=[CH:15][CH:14]=1)[O:8][CH2:7][CH2:6][CH:5]2[C:38]([O:40]CC)=[O:39].[OH-].[Na+].C(O)C, predict the reaction product. The product is: [Cl:1][C:2]1[CH:3]=[C:4]2[C:9](=[CH:10][C:11]=1[O:12][C:13]1[CH:18]=[CH:17][C:16]([C:19](=[O:37])[NH:20][C:21]3[N:26]=[C:25]([C:27]4[CH:32]=[CH:31][C:30]([C:33]([F:36])([F:35])[F:34])=[CH:29][CH:28]=4)[CH:24]=[CH:23][N:22]=3)=[CH:15][CH:14]=1)[O:8][CH2:7][CH2:6][CH:5]2[C:38]([OH:40])=[O:39]. (5) Given the reactants [OH-].[K+].[CH3:3][O:4][C:5]1[CH:10]=[CH:9][C:8]([CH2:11][C:12]#[N:13])=[CH:7][CH:6]=1.[C:14]1(=[O:20])[CH2:19][CH2:18][CH2:17][CH2:16][CH2:15]1, predict the reaction product. The product is: [C:12]([CH:11]([C:8]1[CH:9]=[CH:10][C:5]([O:4][CH3:3])=[CH:6][CH:7]=1)[C:14]1([OH:20])[CH2:19][CH2:18][CH2:17][CH2:16][CH2:15]1)#[N:13]. (6) The product is: [CH3:22][O:21][C:14]1[CH:13]=[C:12]([CH:17]=[CH:16][C:15]=1[N+:18]([O-:20])=[O:19])[O:1][CH2:2][CH2:3][N:4]1[CH2:8][CH2:7][CH2:6][CH2:5]1. Given the reactants [OH:1][CH2:2][CH2:3][N:4]1[CH2:8][CH2:7][CH2:6][CH2:5]1.[OH-].[K+].F[C:12]1[CH:17]=[CH:16][C:15]([N+:18]([O-:20])=[O:19])=[C:14]([O:21][CH3:22])[CH:13]=1.Cl, predict the reaction product.